Dataset: Forward reaction prediction with 1.9M reactions from USPTO patents (1976-2016). Task: Predict the product of the given reaction. Given the reactants [C:1]([C:5]1[S:6][CH:7]=[CH:8][C:9]=1[S:10](Cl)(=[O:12])=[O:11])([O:3][CH3:4])=[O:2].[NH:14]1[CH:18]=[CH:17][CH:16]=[CH:15]1, predict the reaction product. The product is: [C:1]([C:5]1[S:6][CH:7]=[CH:8][C:9]=1[S:10]([N:14]1[CH:18]=[CH:17][CH:16]=[CH:15]1)(=[O:12])=[O:11])([O:3][CH3:4])=[O:2].